Dataset: TCR-epitope binding with 47,182 pairs between 192 epitopes and 23,139 TCRs. Task: Binary Classification. Given a T-cell receptor sequence (or CDR3 region) and an epitope sequence, predict whether binding occurs between them. (1) The TCR CDR3 sequence is CASSLWAGVSDTQYF. The epitope is KLSYGIATV. Result: 0 (the TCR does not bind to the epitope). (2) The epitope is HTTDPSFLGRY. The TCR CDR3 sequence is CAGFNEQFF. Result: 1 (the TCR binds to the epitope). (3) The epitope is HTDFSSEIIGY. The TCR CDR3 sequence is CASSLNYRGVNEQYF. Result: 1 (the TCR binds to the epitope). (4) The epitope is TPRVTGGGAM. The TCR CDR3 sequence is CASRIGGAPNNEQFF. Result: 1 (the TCR binds to the epitope). (5) The epitope is KPLEFGATSAAL. The TCR CDR3 sequence is CASSLGTASNQPQHF. Result: 1 (the TCR binds to the epitope). (6) The epitope is SLVKPSFYV. The TCR CDR3 sequence is CASSEGDGYTF. Result: 0 (the TCR does not bind to the epitope). (7) The epitope is TPRVTGGGAM. The TCR CDR3 sequence is CASSDFGQVFSNQPQHF. Result: 0 (the TCR does not bind to the epitope).